From a dataset of Catalyst prediction with 721,799 reactions and 888 catalyst types from USPTO. Predict which catalyst facilitates the given reaction. (1) Reactant: [NH2:1][CH2:2][CH2:3][CH:4]([C:6]1[CH:11]=[CH:10][CH:9]=[C:8]([Br:12])[CH:7]=1)[OH:5].[F:13][C:14]([F:21])([F:20])[C:15](OCC)=[O:16]. Product: [Br:12][C:8]1[CH:7]=[C:6]([CH:4]([OH:5])[CH2:3][CH2:2][NH:1][C:15](=[O:16])[C:14]([F:21])([F:20])[F:13])[CH:11]=[CH:10][CH:9]=1. The catalyst class is: 237. (2) Reactant: [F:1][C:2]1[CH:3]=[CH:4][C:5]([CH3:19])=[C:6]([C:8]2[CH:17]=[C:16]3[C:11]([CH:12]=[C:13]([NH2:18])[N:14]=[CH:15]3)=[CH:10][CH:9]=2)[CH:7]=1.N1C=CC=CC=1.ClC(Cl)(O[C:30](=[O:36])OC(Cl)(Cl)Cl)Cl.[CH3:38][CH:39]([NH2:41])[CH3:40]. Product: [F:1][C:2]1[CH:3]=[CH:4][C:5]([CH3:19])=[C:6]([C:8]2[CH:17]=[C:16]3[C:11]([CH:12]=[C:13]([NH:18][C:30]([NH:41][CH:39]([CH3:40])[CH3:38])=[O:36])[N:14]=[CH:15]3)=[CH:10][CH:9]=2)[CH:7]=1. The catalyst class is: 7. (3) Reactant: CO.[OH-].[Na+].[NH2:5][C:6]1[C:11]([C:12]2[O:16][N:15]=[C:14]([CH2:17][C:18]3[CH:23]=[CH:22][C:21]([OH:24])=[CH:20][CH:19]=3)[CH:13]=2)=[CH:10][CH:9]=[CH:8][N:7]=1.Cl[CH2:26][C:27]1[CH:32]=[CH:31][CH:30]=[C:29]([CH3:33])[N:28]=1. Product: [CH3:26][C:27]1[N:28]=[C:29]([CH2:33][O:24][C:21]2[CH:22]=[CH:23][C:18]([CH2:17][C:14]3[CH:13]=[C:12]([C:11]4[C:6]([NH2:5])=[N:7][CH:8]=[CH:9][CH:10]=4)[O:16][N:15]=3)=[CH:19][CH:20]=2)[CH:30]=[CH:31][CH:32]=1. The catalyst class is: 9. (4) Reactant: [C:1]([O:5][C:6]([N:8]1[CH2:13][CH2:12][CH:11]([NH2:14])[CH2:10][CH2:9]1)=[O:7])([CH3:4])([CH3:3])[CH3:2].[Cl:15][C:16]1[CH:23]=[C:22](F)[CH:21]=[CH:20][C:17]=1[C:18]#[N:19].C(=O)([O-])[O-].[K+].[K+]. Product: [C:1]([O:5][C:6]([N:8]1[CH2:13][CH2:12][CH:11]([NH:14][C:22]2[CH:21]=[CH:20][C:17]([C:18]#[N:19])=[C:16]([Cl:15])[CH:23]=2)[CH2:10][CH2:9]1)=[O:7])([CH3:4])([CH3:2])[CH3:3]. The catalyst class is: 633. (5) Reactant: [Cl:1][C:2]1[N:3]=[CH:4][C:5]2[NH:11][C:10](=[O:12])[C:9]([Cl:14])([Cl:13])[CH2:8][N:7]([CH:15]3[CH2:19][CH2:18][CH2:17][CH2:16]3)[C:6]=2[N:20]=1.[C:21](=O)([O-])[O-].[Cs+].[Cs+].IC. Product: [Cl:1][C:2]1[N:3]=[CH:4][C:5]2[N:11]([CH3:21])[C:10](=[O:12])[C:9]([Cl:14])([Cl:13])[CH2:8][N:7]([CH:15]3[CH2:19][CH2:18][CH2:17][CH2:16]3)[C:6]=2[N:20]=1. The catalyst class is: 9. (6) Reactant: [O:1]=[C:2]1[C:10]2[C:5](=[CH:6][C:7]([C:11]([NH2:13])=[O:12])=[CH:8][CH:9]=2)[CH2:4][O:3]1.Cl[C:15]([S:17]Cl)=[O:16]. Product: [O:1]=[C:2]1[C:10]2[C:5](=[CH:6][C:7]([C:11]3[O:12][C:15](=[O:16])[S:17][N:13]=3)=[CH:8][CH:9]=2)[CH2:4][O:3]1. The catalyst class is: 12. (7) Reactant: Cl[C:2]1[CH:7]=[CH:6][N:5]=[C:4]2[CH:8]=[C:9]([C:11]3[S:12][CH:13]=[CH:14][N:15]=3)[S:10][C:3]=12.[CH3:16][C:17]1[NH:18][C:19]2[C:24]([CH:25]=1)=[CH:23][C:22]([NH2:26])=[CH:21][CH:20]=2.ClC(Cl)C. Product: [CH3:16][C:17]1[NH:18][C:19]2[C:24]([CH:25]=1)=[CH:23][C:22]([NH:26][C:2]1[CH:7]=[CH:6][N:5]=[C:4]3[CH:8]=[C:9]([C:11]4[S:12][CH:13]=[CH:14][N:15]=4)[S:10][C:3]=13)=[CH:21][CH:20]=2. The catalyst class is: 107.